Dataset: Peptide-MHC class I binding affinity with 185,985 pairs from IEDB/IMGT. Task: Regression. Given a peptide amino acid sequence and an MHC pseudo amino acid sequence, predict their binding affinity value. This is MHC class I binding data. The peptide sequence is SSTCSAVTDR. The MHC is HLA-A33:01 with pseudo-sequence HLA-A33:01. The binding affinity (normalized) is 0.393.